This data is from Catalyst prediction with 721,799 reactions and 888 catalyst types from USPTO. The task is: Predict which catalyst facilitates the given reaction. (1) Reactant: [Br:1][C:2]1[S:6][C:5]([C:7]2([OH:18])[CH2:12][CH2:11][CH:10]([C:13]([O-:15])=[O:14])[C:9]([CH3:17])([CH3:16])[CH2:8]2)=[N:4][CH:3]=1.O.CO.[OH-].[Na+]. The catalyst class is: 7. Product: [Br:1][C:2]1[S:6][C:5]([C:7]2([OH:18])[CH2:12][CH2:11][CH:10]([C:13]([OH:15])=[O:14])[C:9]([CH3:16])([CH3:17])[CH2:8]2)=[N:4][CH:3]=1. (2) Reactant: [Cl:1][C:2]1[CH:3]=[C:4]([C:8]2[CH:13]=[CH:12][C:11]([NH2:14])=[CH:10][C:9]=2[C:15]([F:18])([F:17])[F:16])[CH:5]=[CH:6][CH:7]=1.CCN(C(C)C)C(C)C.Cl[C:29](Cl)([O:31]C(=O)OC(Cl)(Cl)Cl)Cl.[NH2:40][C:41]1[CH:61]=[CH:60][C:44]([O:45][C:46]2[CH:51]=[CH:50][N:49]=[C:48]([NH:52][CH2:53][CH2:54][CH2:55][CH2:56][N:57]([CH3:59])[CH3:58])[N:47]=2)=[CH:43][C:42]=1[CH3:62]. Product: [Cl:1][C:2]1[CH:3]=[C:4]([C:8]2[CH:13]=[CH:12][C:11]([NH:14][C:29]([NH:40][C:41]3[CH:61]=[CH:60][C:44]([O:45][C:46]4[CH:51]=[CH:50][N:49]=[C:48]([NH:52][CH2:53][CH2:54][CH2:55][CH2:56][N:57]([CH3:59])[CH3:58])[N:47]=4)=[CH:43][C:42]=3[CH3:62])=[O:31])=[CH:10][C:9]=2[C:15]([F:16])([F:17])[F:18])[CH:5]=[CH:6][CH:7]=1. The catalyst class is: 2. (3) Reactant: [F:1][C:2]1[CH:3]=[C:4]2[C:8](=[CH:9][CH:10]=1)[N:7]([CH2:11][C:12]([OH:14])=[O:13])[C:6]([CH3:15])=[CH:5]2.[C:16]1([S:22]([C:25]2[CH:32]=[CH:31][CH:30]=[CH:29][C:26]=2[CH:27]=O)(=[O:24])=[O:23])[CH:21]=[CH:20][CH:19]=[CH:18][CH:17]=1.[CH2:33]([SiH](CC)CC)[CH3:34].FC(F)(F)C(O)=O.N#N.C(=O)([O-])O.[Na+]. Product: [F:1][C:2]1[CH:3]=[C:4]2[C:8](=[CH:9][CH:10]=1)[N:7]([CH2:11][C:12]([O:14][CH2:33][CH3:34])=[O:13])[C:6]([CH3:15])=[C:5]2[CH2:27][C:26]1[CH:29]=[CH:30][CH:31]=[CH:32][C:25]=1[S:22]([C:16]1[CH:21]=[CH:20][CH:19]=[CH:18][CH:17]=1)(=[O:24])=[O:23]. The catalyst class is: 4. (4) Reactant: [C:1]1([C:17]2[CH:22]=[CH:21][CH:20]=[CH:19][CH:18]=2)[CH:6]=[CH:5][CH:4]=[CH:3][C:2]=1[O:7][CH2:8][CH2:9][CH2:10][CH2:11][CH2:12][CH2:13][CH2:14][CH2:15][OH:16].C1(C)C=CC(S(O)(=O)=O)=CC=1.[C:34](O)(=[O:37])[CH:35]=[CH2:36].C1(C=CC(O)=CC=1)O.COC1C=CC(O)=CC=1.C([O-])(=O)C=C. Product: [C:1]1([C:17]2[CH:22]=[CH:21][CH:20]=[CH:19][CH:18]=2)[CH:6]=[CH:5][CH:4]=[CH:3][C:2]=1[O:7][CH2:8][CH2:9][CH2:10][CH2:11][CH2:12][CH2:13][CH2:14][CH2:15][O:16][C:34](=[O:37])[CH:35]=[CH2:36]. The catalyst class is: 11.